From a dataset of Reaction yield outcomes from USPTO patents with 853,638 reactions. Predict the reaction yield, written as a fraction of the theoretical maximum amount of product (1.0 means a 100% yield; for example, 0.34 means a 34% yield). (1) The reactants are [CH3:1][O:2][C:3]1[CH:4]=[C:5]2[O:9][C:8]([C:10]3[N:11]=[C:12]4[N:16]([CH:17]=3)[N:15]=[C:14]([O:18][CH3:19])[S:13]4)=[CH:7][C:6]2=[C:20]([OH:22])[CH:21]=1.[CH2:23](O)[C:24]#[CH:25].C(P(CCCC)CCCC)CCC.N(C(N1CCCCC1)=O)=NC(N1CCCCC1)=O. The catalyst is C1COCC1.ClCCl. The product is [CH3:19][O:18][C:14]1[S:13][C:12]2=[N:11][C:10]([C:8]3[O:9][C:5]4[CH:4]=[C:3]([O:2][CH3:1])[CH:21]=[C:20]([O:22][CH2:25][C:24]#[CH:23])[C:6]=4[CH:7]=3)=[CH:17][N:16]2[N:15]=1. The yield is 0.780. (2) The reactants are [CH3:1][N:2]([CH2:4][C:5]([OH:7])=O)[CH3:3].CN(C(ON1N=NC2C=CC=NC1=2)=[N+](C)C)C.F[P-](F)(F)(F)(F)F.CCN(C(C)C)C(C)C.Cl.[F:42][C:43]1[CH:51]=[C:50]2[C:46]([C:47]([C:61]3[CH:62]=[N:63][N:64]([CH:66]4[CH2:71][CH2:70][NH:69][CH2:68][CH2:67]4)[CH:65]=3)=[CH:48][N:49]2[S:52]([C:55]2[CH:60]=[CH:59][CH:58]=[CH:57][CH:56]=2)(=[O:54])=[O:53])=[CH:45][CH:44]=1. The catalyst is C1COCC1. The product is [CH3:1][N:2]([CH3:3])[CH2:4][C:5]([N:69]1[CH2:68][CH2:67][CH:66]([N:64]2[CH:65]=[C:61]([C:47]3[C:46]4[C:50](=[CH:51][C:43]([F:42])=[CH:44][CH:45]=4)[N:49]([S:52]([C:55]4[CH:60]=[CH:59][CH:58]=[CH:57][CH:56]=4)(=[O:54])=[O:53])[CH:48]=3)[CH:62]=[N:63]2)[CH2:71][CH2:70]1)=[O:7]. The yield is 1.00. (3) The catalyst is C(Cl)Cl. The product is [Cl:1][C:2]1[CH:7]=[CH:6][CH:5]=[CH:4][C:3]=1[CH:8]([N:24]1[C:30]2[CH:31]=[CH:32][S:33][C:29]=2[C:28](=[O:34])[NH:27][CH2:26][CH2:25]1)[CH3:9]. The yield is 0.330. The reactants are [Cl:1][C:2]1[CH:7]=[CH:6][CH:5]=[CH:4][C:3]=1[CH:8](O)[CH3:9].CCN(CC)CC.CS(Cl)(=O)=O.Cl.[NH:24]1[C:30]2[CH:31]=[CH:32][S:33][C:29]=2[C:28](=[O:34])[NH:27][CH2:26][CH2:25]1. (4) The product is [Cl:23][C:24]1[CH:25]=[C:26]([CH:31]=[C:32]([Cl:35])[C:33]=1[O:34][C:15]1[CH:16]=[CH:17][C:18]([O:21][CH3:22])=[CH:19][CH:20]=1)[C:27]([O:29][CH3:30])=[O:28]. The catalyst is C(Cl)Cl.[Cu]. The reactants are F[B-](F)(F)F.[CH3:22][O:21][C:18]1[CH:19]=[CH:20][C:15]([I+][C:15]2[CH:20]=[CH:19][C:18]([O:21][CH3:22])=[CH:17][CH:16]=2)=[CH:16][CH:17]=1.[Cl:23][C:24]1[CH:25]=[C:26]([CH:31]=[C:32]([Cl:35])[C:33]=1[OH:34])[C:27]([O:29][CH3:30])=[O:28].CCN(CC)CC. The yield is 0.550. (5) The reactants are CCN(C(C)C)C(C)C.CN(C(ON1N=NC2C=CC=NC1=2)=[N+](C)C)C.F[P-](F)(F)(F)(F)F.Cl.[C:35]1([C:41]2([NH2:44])[CH2:43][CH2:42]2)[CH:40]=[CH:39][CH:38]=[CH:37][CH:36]=1.[Br:45][C:46]1[C:54]2[C:49](=[N:50][CH:51]=[C:52]([C:55]3[CH:56]=[C:57]([CH:61]=[CH:62][CH:63]=3)[C:58](O)=[O:59])[CH:53]=2)[O:48][C:47]=1[C:64]1[CH:69]=[CH:68][C:67]([F:70])=[CH:66][CH:65]=1. The catalyst is CN(C=O)C.CCOC(C)=O. The product is [Br:45][C:46]1[C:54]2[C:49](=[N:50][CH:51]=[C:52]([C:55]3[CH:56]=[C:57]([CH:61]=[CH:62][CH:63]=3)[C:58]([NH:44][C:41]3([C:35]4[CH:40]=[CH:39][CH:38]=[CH:37][CH:36]=4)[CH2:43][CH2:42]3)=[O:59])[CH:53]=2)[O:48][C:47]=1[C:64]1[CH:69]=[CH:68][C:67]([F:70])=[CH:66][CH:65]=1. The yield is 0.630.